Task: Predict the reactants needed to synthesize the given product.. Dataset: Full USPTO retrosynthesis dataset with 1.9M reactions from patents (1976-2016) (1) Given the product [CH:58]([N:54]1[C:53]([C:47]2[S:48][C:49]3[CH2:50][CH2:51][O:52][C:43]4[CH:42]=[CH:41][C:40]([CH:38]5[CH2:39][N:36]([CH2:27][CH2:28][O:29][CH:30]6[CH2:35][CH2:34][CH2:33][CH2:32][O:31]6)[CH2:37]5)=[CH:61][C:44]=4[C:45]=3[N:46]=2)=[N:57][CH:56]=[N:55]1)([CH3:59])[CH3:60], predict the reactants needed to synthesize it. The reactants are: C(N1C(C2SC3CCOC4C=C(C5CN([CH2:27][CH2:28][O:29][CH:30]6[CH2:35][CH2:34][CH2:33][CH2:32][O:31]6)C5)C=CC=4C=3N=2)=NC=N1)(C)C.[NH:36]1[CH2:39][CH:38]([C:40]2[CH:41]=[CH:42][C:43]3[O:52][CH2:51][CH2:50][C:49]4[S:48][C:47]([C:53]5[N:54]([CH:58]([CH3:60])[CH3:59])[N:55]=[CH:56][N:57]=5)=[N:46][C:45]=4[C:44]=3[CH:61]=2)[CH2:37]1.[I-].[K+]. (2) Given the product [CH2:1]([O:3][C:4]([C@@H:5]1[C@H:28]([C:27]2[CH:34]=[CH:35][CH:36]=[CH:37][CH:26]=2)[C@H:6]1[C:7]1[N:11]2[CH:12]=[CH:13][CH:14]=[CH:15][C:10]2=[N:9][CH:8]=1)=[O:16])[CH3:2], predict the reactants needed to synthesize it. The reactants are: [CH2:1]([O:3][C:4](=[O:16])/[CH:5]=[CH:6]/[C:7]1[N:11]2[CH:12]=[CH:13][CH:14]=[CH:15][C:10]2=[N:9][CH:8]=1)[CH3:2].[O-]S(C(F)(F)F)(=O)=O.F[C:26]1[CH:37]=[CH:36][CH:35]=[CH:34][C:27]=1[CH2:28][S+]1CCCC1. (3) The reactants are: C[O:2][C:3]1[CH:8]=[CH:7][CH:6]=[CH:5][C:4]=1[C:9]([C:11]1[CH:12]=[N:13][C:14]2[C:19]([C:20]=1[C:21]1[CH:26]=[CH:25][CH:24]=[CH:23][CH:22]=1)=[CH:18][CH:17]=[CH:16][C:15]=2[C:27]([F:30])([F:29])[F:28])=[O:10].Cl.N1C=CC=CC=1. Given the product [OH:2][C:3]1[CH:8]=[CH:7][CH:6]=[CH:5][C:4]=1[C:9]([C:11]1[CH:12]=[N:13][C:14]2[C:19]([C:20]=1[C:21]1[CH:22]=[CH:23][CH:24]=[CH:25][CH:26]=1)=[CH:18][CH:17]=[CH:16][C:15]=2[C:27]([F:30])([F:28])[F:29])=[O:10], predict the reactants needed to synthesize it. (4) Given the product [C:1]([O:5][C:6]([N:8]1[CH:12]=[CH:11][CH:10]=[C:9]1[C:13]1[CH:18]=[CH:17][C:16]([O:19][CH3:20])=[C:15]([CH2:21][C:22]([C:24]2[CH:29]=[CH:28][C:27]([C:30]([OH:32])=[O:31])=[CH:26][CH:25]=2)=[O:23])[CH:14]=1)=[O:7])([CH3:4])([CH3:2])[CH3:3], predict the reactants needed to synthesize it. The reactants are: [C:1]([O:5][C:6]([N:8]1[CH:12]=[CH:11][CH:10]=[C:9]1[C:13]1[CH:18]=[CH:17][C:16]([O:19][CH3:20])=[C:15]([CH2:21][C:22]([C:24]2[CH:29]=[CH:28][C:27]([C:30]([O:32]C)=[O:31])=[CH:26][CH:25]=2)=[O:23])[CH:14]=1)=[O:7])([CH3:4])([CH3:3])[CH3:2].C1COCC1.